This data is from Forward reaction prediction with 1.9M reactions from USPTO patents (1976-2016). The task is: Predict the product of the given reaction. (1) Given the reactants [CH3:1][C@@H:2]1[CH2:7][CH2:6][NH:5][CH2:4][C@H:3]1[NH:8][P:9](=[O:16])([O:13][CH2:14][CH3:15])[O:10][CH2:11][CH3:12].[CH:17](=O)[C:18]1[CH:23]=[CH:22][CH:21]=[CH:20][CH:19]=1.C(O)(=O)C.[BH3-]C#N.[Na+], predict the reaction product. The product is: [CH2:17]([N:5]1[CH2:6][CH2:7][C@@H:2]([CH3:1])[C@H:3]([NH:8][P:9](=[O:16])([O:13][CH2:14][CH3:15])[O:10][CH2:11][CH3:12])[CH2:4]1)[C:18]1[CH:23]=[CH:22][CH:21]=[CH:20][CH:19]=1. (2) Given the reactants [CH2:1]([Mg]Br)[CH2:2][CH3:3].C(Br)CC.[Mg].Br[C:12]1[CH:13]=[C:14]2[C:18](=[CH:19][CH:20]=1)[NH:17][C:16](=O)[C:15]2=O.B.CSC.[B:27]1([B:27]2[O:31][C:30]([CH3:33])([CH3:32])[C:29]([CH3:35])([CH3:34])[O:28]2)[O:31][C:30]([CH3:33])([CH3:32])[C:29]([CH3:35])([CH3:34])[O:28]1.C([O-])(=O)C.[K+].C(Cl)Cl, predict the reaction product. The product is: [CH2:1]([C:15]1[C:14]2[C:18](=[CH:19][CH:20]=[C:12]([B:27]3[O:31][C:30]([CH3:33])([CH3:32])[C:29]([CH3:35])([CH3:34])[O:28]3)[CH:13]=2)[NH:17][CH:16]=1)[CH2:2][CH3:3]. (3) Given the reactants [CH2:1]([N:4]1[CH2:9][CH2:8][N:7]([C:10]2[N:15]=[CH:14][C:13]([NH2:16])=[CH:12][N:11]=2)[CH2:6][CH2:5]1)[CH:2]=[CH2:3].[CH:17]([C:20]1[CH:25]=[CH:24][C:23]([S:26](Cl)(=[O:28])=[O:27])=[CH:22][CH:21]=1)([CH3:19])[CH3:18].C(N(CC)CC)C, predict the reaction product. The product is: [CH2:1]([N:4]1[CH2:5][CH2:6][N:7]([C:10]2[N:15]=[CH:14][C:13]([NH:16][S:26]([C:23]3[CH:24]=[CH:25][C:20]([CH:17]([CH3:19])[CH3:18])=[CH:21][CH:22]=3)(=[O:28])=[O:27])=[CH:12][N:11]=2)[CH2:8][CH2:9]1)[CH:2]=[CH2:3]. (4) Given the reactants C([O-])([O-])=O.[K+].[K+].[CH2:7]([N:14]1[C:18](=[O:19])[C:17](=[C:20]2[N:24]([CH3:25])[C:23]3[CH:26]=[C:27]([OH:30])[CH:28]=[CH:29][C:22]=3[S:21]2)[S:16][C:15]1=[N:31][C:32]1[CH:33]=[C:34]([CH:37]=[CH:38][C:39]=1[NH:40][CH2:41][CH3:42])[C:35]#[N:36])[C:8]1[CH:13]=[CH:12][CH:11]=[CH:10][CH:9]=1.Br[CH2:44][C:45]([O:47][CH3:48])=[O:46], predict the reaction product. The product is: [CH3:48][O:47][C:45](=[O:46])[CH2:44][O:30][C:27]1[CH:28]=[CH:29][C:22]2[S:21][C:20](=[C:17]3[S:16][C:15](=[N:31][C:32]4[CH:33]=[C:34]([C:35]#[N:36])[CH:37]=[CH:38][C:39]=4[NH:40][CH2:41][CH3:42])[N:14]([CH2:7][C:8]4[CH:13]=[CH:12][CH:11]=[CH:10][CH:9]=4)[C:18]3=[O:19])[N:24]([CH3:25])[C:23]=2[CH:26]=1. (5) Given the reactants Br[CH2:2][C:3]1[CH:8]=[CH:7][C:6]([F:9])=[CH:5][C:4]=1[CH2:10]Br.C(=O)([O-])[O-].[K+].[K+].[C:18]([O:24][C:25]([CH3:28])([CH3:27])[CH3:26])(=[O:23])[CH2:19][C:20]([CH3:22])=[O:21].O, predict the reaction product. The product is: [C:20]([C:19]1([C:18]([O:24][C:25]([CH3:28])([CH3:27])[CH3:26])=[O:23])[CH2:10][C:4]2[C:3](=[CH:8][CH:7]=[C:6]([F:9])[CH:5]=2)[CH2:2]1)(=[O:21])[CH3:22]. (6) Given the reactants CN(C(ON1N=NC2C=CC=NC1=2)=[N+](C)C)C.F[P-](F)(F)(F)(F)F.[O:25]1[CH2:30][CH2:29][N:28]([CH2:31][C:32]([OH:34])=O)[CH2:27][CH2:26]1.Cl.[NH2:36][C@@H:37]([C@H:42]([OH:44])[CH3:43])[C:38]([O:40][CH3:41])=[O:39].CN1CCOCC1, predict the reaction product. The product is: [OH:44][C@H:42]([CH3:43])[C@H:37]([NH:36][C:32](=[O:34])[CH2:31][N:28]1[CH2:27][CH2:26][O:25][CH2:30][CH2:29]1)[C:38]([O:40][CH3:41])=[O:39]. (7) Given the reactants Br.[NH2:2][C:3]1[CH:8]=[CH:7][N:6]2[CH:9]=[C:10]([C:12]3[CH:13]=[C:14]([OH:18])[CH:15]=[CH:16][CH:17]=3)[N:11]=[C:5]2[N:4]=1.[F:19][CH2:20]OS(C1C=CC(C)=CC=1)(=O)=O.C([O-])([O-])=O.[Cs+].[Cs+], predict the reaction product. The product is: [F:19][CH2:20][O:18][C:14]1[CH:13]=[C:12]([C:10]2[N:11]=[C:5]3[N:4]=[C:3]([NH2:2])[CH:8]=[CH:7][N:6]3[CH:9]=2)[CH:17]=[CH:16][CH:15]=1. (8) Given the reactants [C:1]([O-:7])(=[O:6])[C:2]([CH3:5])([CH3:4])[CH3:3].FC(F)(F)C1C=C([Zn+:16])C=CC=1.[Zn], predict the reaction product. The product is: [C:1]([O-:7])(=[O:6])[C:2]([CH3:5])([CH3:4])[CH3:3].[Zn+2:16].[C:1]([O-:7])(=[O:6])[C:2]([CH3:5])([CH3:4])[CH3:3]. (9) Given the reactants [Br:1][C:2]1[CH:3]=[C:4]2[C:9](=[CH:10][C:11]=1[F:12])[N:8]=[CH:7][C:6]([N+:13]([O-])=O)=[C:5]2[NH:16][C@H:17]1[CH2:22][CH2:21][N:20]([C:23]([O:25][C:26]([CH3:29])([CH3:28])[CH3:27])=[O:24])[CH2:19][C@@H:18]1[F:30].S(S([O-])=O)([O-])=O.[Na+].[Na+].CCOC(C)=O.CCCCCC, predict the reaction product. The product is: [NH2:13][C:6]1[CH:7]=[N:8][C:9]2[C:4]([C:5]=1[NH:16][C@H:17]1[CH2:22][CH2:21][N:20]([C:23]([O:25][C:26]([CH3:29])([CH3:27])[CH3:28])=[O:24])[CH2:19][C@@H:18]1[F:30])=[CH:3][C:2]([Br:1])=[C:11]([F:12])[CH:10]=2.